Task: Predict the reactants needed to synthesize the given product.. Dataset: Full USPTO retrosynthesis dataset with 1.9M reactions from patents (1976-2016) (1) Given the product [CH3:7][C:4]1[S:5][CH:6]=[C:13]([C:14]([O:16][CH3:15])=[O:18])[CH:3]=1, predict the reactants needed to synthesize it. The reactants are: BrC1[CH:3]=[C:4]([CH3:7])[S:5][CH:6]=1.C(N([CH2:13][CH3:14])CC)C.[CH3:15][OH:16].[C]=[O:18]. (2) Given the product [CH:18]([C:2]1[CH:3]=[C:4]([CH2:12][C:13]#[N:14])[CH:5]=[C:6]2[C:11]=1[N:10]=[CH:9][CH:8]=[CH:7]2)=[O:19], predict the reactants needed to synthesize it. The reactants are: Br[C:2]1[CH:3]=[C:4]([CH2:12][C:13]#[N:14])[CH:5]=[C:6]2[C:11]=1[N:10]=[CH:9][CH:8]=[CH:7]2.CN([CH:18]=[O:19])C.C([O-])=O.[Na+]. (3) Given the product [CH2:42]([O:44][C:45](=[O:57])[CH:46]([O:55][CH3:56])[CH2:47][C:48]1[CH:53]=[CH:52][C:51]([O:40][CH2:39][CH2:38][CH:37]([O:36][C:25]2[CH:24]=[CH:23][C:22]([CH2:20][CH3:21])=[CH:27][C:26]=2[C:28](=[O:29])[C:30]2[CH:31]=[CH:32][CH:33]=[CH:34][CH:35]=2)[CH3:41])=[CH:50][CH:49]=1)[CH3:43], predict the reactants needed to synthesize it. The reactants are: C1(P(C2C=CC=CC=2)C2C=CC=CC=2)C=CC=CC=1.[CH2:20]([C:22]1[CH:23]=[CH:24][C:25]([O:36][CH:37]([CH3:41])[CH2:38][CH2:39][OH:40])=[C:26]([C:28]([C:30]2[CH:35]=[CH:34][CH:33]=[CH:32][CH:31]=2)=[O:29])[CH:27]=1)[CH3:21].[CH2:42]([O:44][C:45](=[O:57])[CH:46]([O:55][CH3:56])[CH2:47][C:48]1[CH:53]=[CH:52][C:51](O)=[CH:50][CH:49]=1)[CH3:43].CCOC(/N=N/C(OCC)=O)=O. (4) Given the product [CH2:3]([C:23]1[C:28]([NH:46][CH2:45][CH2:44][O:43][C:40]2[CH:39]=[CH:38][C:37]([CH2:36][CH2:35][CH2:34][C:33]([OH:57])=[O:32])=[CH:42][CH:41]=2)=[CH:27][CH:26]=[CH:25][N:24]=1)[CH2:4][CH2:5][CH3:6], predict the reactants needed to synthesize it. The reactants are: CO[C:3](=O)[CH2:4][CH2:5][CH2:6]C1C=CC(OCCBr)=CC=1.C(N[C:23]1[CH:28]=[CH:27][CH:26]=[CH:25][N:24]=1)CCC.[I-].[K+].C[O:32][C:33](=[O:57])[CH2:34][CH2:35][CH2:36][C:37]1[CH:42]=[CH:41][C:40]([O:43][CH2:44][CH2:45][N:46](C(CC)C)C2C=CC=CN=2)=[CH:39][CH:38]=1.[OH-].[Na+]. (5) Given the product [F:18][C:19]1[CH:20]=[CH:21][C:22]([N:25]2[C:33]3[CH2:32][CH2:31][CH2:30][N:29]([C:13](=[O:15])[CH2:12][N:5]4[C:6]5=[N:7][CH:8]=[CH:9][CH:10]=[C:11]5[C:3]([C:2]([F:1])([F:17])[F:16])=[N:4]4)[C:28]=3[CH:27]=[N:26]2)=[CH:23][CH:24]=1, predict the reactants needed to synthesize it. The reactants are: [F:1][C:2]([F:17])([F:16])[C:3]1[C:11]2[C:6](=[N:7][CH:8]=[CH:9][CH:10]=2)[N:5]([CH2:12][C:13]([OH:15])=O)[N:4]=1.[F:18][C:19]1[CH:24]=[CH:23][C:22]([N:25]2[C:33]3[CH2:32][CH2:31][CH2:30][NH:29][C:28]=3[CH:27]=[N:26]2)=[CH:21][CH:20]=1. (6) The reactants are: [I:1][C:2]1[CH:3]=[C:4]([C:8](=O)[CH2:9][CH2:10][CH2:11][CH2:12][N:13]2[CH2:18][CH2:17][CH:16]([C:19]3[CH:20]=[C:21]([NH:25][C:26](=[O:30])[CH:27]([CH3:29])[CH3:28])[CH:22]=[CH:23][CH:24]=3)[CH2:15][CH2:14]2)[CH:5]=[CH:6][CH:7]=1.Cl.[CH3:33][C:34]1[CH:39]=[CH:38][C:37]([NH:40]N)=[CH:36][CH:35]=1. Given the product [I:1][C:2]1[CH:3]=[C:4]([C:8]2[NH:40][C:37]3[C:38]([C:9]=2[CH2:10][CH2:11][CH2:12][N:13]2[CH2:18][CH2:17][CH:16]([C:19]4[CH:20]=[C:21]([NH:25][C:26](=[O:30])[CH:27]([CH3:29])[CH3:28])[CH:22]=[CH:23][CH:24]=4)[CH2:15][CH2:14]2)=[CH:39][C:34]([CH3:33])=[CH:35][CH:36]=3)[CH:5]=[CH:6][CH:7]=1, predict the reactants needed to synthesize it.